From a dataset of CYP2C9 inhibition data for predicting drug metabolism from PubChem BioAssay. Regression/Classification. Given a drug SMILES string, predict its absorption, distribution, metabolism, or excretion properties. Task type varies by dataset: regression for continuous measurements (e.g., permeability, clearance, half-life) or binary classification for categorical outcomes (e.g., BBB penetration, CYP inhibition). Dataset: cyp2c9_veith. (1) The drug is Cc1ccc(C)c(-c2cc(C(=O)Nc3sc(C)c(C)c3C(N)=O)c3ccccc3n2)c1. The result is 1 (inhibitor). (2) The compound is CCNc1ncc2nc(-c3ccccc3)c(=O)n(CCC#N)c2n1. The result is 0 (non-inhibitor). (3) The molecule is c1ccc(CN2CCCC3(CCNCC3)C2)cc1. The result is 0 (non-inhibitor). (4) The compound is C=C[C@@]1(C)CC(=O)[C@]2(O)[C@@](C)(O1)[C@@H](OC(C)=O)[C@@H](O)[C@H]1C(C)(C)CC[C@@H](O)[C@@]12C. The result is 0 (non-inhibitor). (5) The compound is Cn1c(=O)c(-c2ccc(Cl)cc2)nc2cnc(OCc3ccccc3)nc21. The result is 0 (non-inhibitor). (6) The molecule is FC(F)(F)c1ccccc1-c1cncnc1NCCc1cnc[nH]1. The result is 1 (inhibitor).